Dataset: Forward reaction prediction with 1.9M reactions from USPTO patents (1976-2016). Task: Predict the product of the given reaction. (1) Given the reactants [CH3:1][O:2][C:3]1[C:4]([CH2:15][CH:16]=C)=[C:5]([C:9]2[CH:14]=[CH:13][CH:12]=[CH:11][CH:10]=2)[CH:6]=[CH:7][CH:8]=1.Cl([O-])(=O)(=O)=[O:19].[Na+].S([O-])(O)(=O)=O.[Na+], predict the reaction product. The product is: [CH3:1][O:2][C:3]1[CH:8]=[CH:7][CH:6]=[C:5]([C:9]2[CH:14]=[CH:13][CH:12]=[CH:11][CH:10]=2)[C:4]=1[CH2:15][CH:16]=[O:19]. (2) Given the reactants Cl[C:2]1[N:3]=[C:4]([N:22]2[CH2:27][CH2:26][O:25][CH2:24][CH2:23]2)[C:5]2[S:10][C:9]([CH2:11][N:12]3[CH2:17][CH2:16][N:15]([S:18]([CH3:21])(=[O:20])=[O:19])[CH2:14][CH2:13]3)=[CH:8][C:6]=2[N:7]=1.[NH2:28][C:29]1[CH:34]=[CH:33][C:32](B2OC(C)(C)C(C)(C)O2)=[CH:31][N:30]=1, predict the reaction product. The product is: [O:25]1[CH2:26][CH2:27][N:22]([C:4]2[C:5]3[S:10][C:9]([CH2:11][N:12]4[CH2:17][CH2:16][N:15]([S:18]([CH3:21])(=[O:20])=[O:19])[CH2:14][CH2:13]4)=[CH:8][C:6]=3[N:7]=[C:2]([C:32]3[CH:33]=[CH:34][C:29]([NH2:28])=[N:30][CH:31]=3)[N:3]=2)[CH2:23][CH2:24]1. (3) Given the reactants [CH3:1][O:2][C:3](=[O:24])[CH2:4][CH:5]1[CH2:10][CH2:9][CH:8]([C:11]2[CH:16]=[CH:15][C:14]([C:17]3[CH:22]=[CH:21][C:20](Br)=[CH:19][N:18]=3)=[CH:13][CH:12]=2)[CH2:7][CH2:6]1.[NH2:25][C:26]1[CH:27]=[N:28][C:29]([C:32]([F:35])([F:34])[F:33])=[CH:30][CH:31]=1.C(=O)([O-])[O-].[Cs+].[Cs+].C1(P(C2CCCCC2)C2C=CC=CC=2C2C(C(C)C)=CC(C(C)C)=CC=2C(C)C)CCCCC1, predict the reaction product. The product is: [CH3:1][O:2][C:3](=[O:24])[CH2:4][CH:5]1[CH2:10][CH2:9][CH:8]([C:11]2[CH:16]=[CH:15][C:14]([C:17]3[CH:22]=[CH:21][C:20]([NH:25][C:26]4[CH:27]=[N:28][C:29]([C:32]([F:35])([F:33])[F:34])=[CH:30][CH:31]=4)=[CH:19][N:18]=3)=[CH:13][CH:12]=2)[CH2:7][CH2:6]1. (4) The product is: [F:41][C:38]1[CH:39]=[CH:40][C:35]([CH2:34][C@@H:30]([NH:29][C:27](=[O:28])[O:26][C:23]([CH3:24])([CH3:22])[CH3:25])[C:31](=[O:32])[NH:1][C:2]2[CH:3]=[C:4]3[C:20](=[O:21])[NH:19][N:18]=[CH:17][C:6]4=[C:7]([C:11]5[CH:12]=[CH:13][CH:14]=[CH:15][CH:16]=5)[NH:8][C:9]([CH:10]=2)=[C:5]34)=[CH:36][CH:37]=1. Given the reactants [NH2:1][C:2]1[CH:3]=[C:4]2[C:20](=[O:21])[NH:19][N:18]=[CH:17][C:6]3=[C:7]([C:11]4[CH:16]=[CH:15][CH:14]=[CH:13][CH:12]=4)[NH:8][C:9]([CH:10]=1)=[C:5]23.[CH3:22][C:23]([O:26][C:27]([NH:29][C@H:30]([CH2:34][C:35]1[CH:40]=[CH:39][C:38]([F:41])=[CH:37][CH:36]=1)[C:31](O)=[O:32])=[O:28])([CH3:25])[CH3:24].C(N(CC)CC)C.F[P-](F)(F)(F)(F)F.N1(OC(N(C)C)=[N+](C)C)C2N=CC=CC=2N=N1, predict the reaction product. (5) Given the reactants CS([Cl:5])(=O)=O.[CH2:6](O)[CH2:7][C:8]1[CH:13]=[CH:12][CH:11]=[CH:10][CH:9]=1.C(N(CC)CC)C.[CH3:22][C:23]1([CH3:46])[CH:27]([N:28]2[CH2:32][CH2:31][CH2:30][CH2:29]2)[C:26]2[C:33]([CH3:45])=[C:34]([N:39]3[CH2:44][CH2:43][NH:42][CH2:41][CH2:40]3)[C:35]([CH3:38])=[C:36]([CH3:37])[C:25]=2[O:24]1.[ClH:47], predict the reaction product. The product is: [ClH:5].[ClH:47].[CH3:22][C:23]1([CH3:46])[CH:27]([N:28]2[CH2:29][CH2:30][CH2:31][CH2:32]2)[C:26]2[C:33]([CH3:45])=[C:34]([N:39]3[CH2:40][CH2:41][N:42]([CH2:6][CH2:7][C:8]4[CH:13]=[CH:12][CH:11]=[CH:10][CH:9]=4)[CH2:43][CH2:44]3)[C:35]([CH3:38])=[C:36]([CH3:37])[C:25]=2[O:24]1. (6) Given the reactants [Br:1][C:2]1[S:3][C:4](Br)=[CH:5][CH:6]=1.[CH3:8][O:9][C:10]1[CH:15]=[CH:14][C:13](B(O)O)=[CH:12][CH:11]=1, predict the reaction product. The product is: [Br:1][C:2]1[S:3][C:4]([C:13]2[CH:14]=[CH:15][C:10]([O:9][CH3:8])=[CH:11][CH:12]=2)=[CH:5][CH:6]=1. (7) Given the reactants [CH3:1][C:2]1[CH:7]=[CH:6][CH:5]=[C:4]([CH3:8])[C:3]=1[NH:9][C:10]([CH2:12]Cl)=[O:11].[CH:14]([N:17]([CH:20](C)C)[CH2:18][CH3:19])(C)[CH3:15].[C:23](OCC)(=O)[CH3:24], predict the reaction product. The product is: [CH3:15][CH2:14][N:17]([CH2:12][C:10]([NH:9][C:3]1[C:4]([CH3:8])=[CH:5][CH:6]=[CH:7][C:2]=1[CH3:1])=[O:11])[CH2:18][CH3:19].[CH3:20][N:17]([CH2:18][CH2:19][CH2:23][CH3:24])[CH3:14].